From a dataset of CYP1A2 inhibition data for predicting drug metabolism from PubChem BioAssay. Regression/Classification. Given a drug SMILES string, predict its absorption, distribution, metabolism, or excretion properties. Task type varies by dataset: regression for continuous measurements (e.g., permeability, clearance, half-life) or binary classification for categorical outcomes (e.g., BBB penetration, CYP inhibition). Dataset: cyp1a2_veith. (1) The compound is CC(C)CCCCC(=O)N[C@@H](CCN)C(=O)N[C@@H](C(=O)N[C@@H](CCN)C(=O)N[C@H]1CCNC(=O)[C@@H]([C@H](C)O)NC(=O)[C@@H](CCN)NC(=O)[C@@H](CCN)NC(=O)[C@@H](C(C)C)CNC(=O)[C@@H](CC(C)C)NC(=O)[C@@H](CCN)NC1=O)[C@H](C)O. The result is 0 (non-inhibitor). (2) The drug is CC(C)(C)C(=O)Nc1ccc2c(c1)-c1cc(NC(=O)C(C)(C)C)ccc1C2. The result is 0 (non-inhibitor). (3) The drug is CN(Cc1cnc2nc(N)nc(N)c2n1)c1ccc(C(=O)N[C@@H](CCC(=O)O)C(=O)O)cc1. The result is 0 (non-inhibitor).